Predict the reactants needed to synthesize the given product. From a dataset of Full USPTO retrosynthesis dataset with 1.9M reactions from patents (1976-2016). Given the product [F:9][C:8]1[CH:7]=[CH:6][C:5]([CH:10]([CH3:32])[C:11]([NH:13][CH2:14][C:15]2[C:16]([N:25]3[CH2:30][CH2:29][CH:28]([CH3:31])[CH2:27][CH2:26]3)=[N:17][C:18]([C:21]([F:24])([F:23])[F:22])=[CH:19][CH:20]=2)=[O:12])=[CH:4][C:3]=1[CH2:2][NH:1][S:41]([CH3:40])(=[O:43])=[O:42], predict the reactants needed to synthesize it. The reactants are: [NH2:1][CH2:2][C:3]1[CH:4]=[C:5]([CH:10]([CH3:32])[C:11]([NH:13][CH2:14][C:15]2[C:16]([N:25]3[CH2:30][CH2:29][CH:28]([CH3:31])[CH2:27][CH2:26]3)=[N:17][C:18]([C:21]([F:24])([F:23])[F:22])=[CH:19][CH:20]=2)=[O:12])[CH:6]=[CH:7][C:8]=1[F:9].C(N(CC)CC)C.[CH3:40][S:41](Cl)(=[O:43])=[O:42].